This data is from Forward reaction prediction with 1.9M reactions from USPTO patents (1976-2016). The task is: Predict the product of the given reaction. Given the reactants Br[CH2:2][C:3]1[NH:8][C:7]([C:9]2[S:10][CH:11]=[CH:12][N:13]=2)=[N:6][CH:5]([C:14]2[CH:19]=[CH:18][C:17]([F:20])=[CH:16][C:15]=2[Cl:21])[C:4]=1[C:22]([O:24][CH3:25])=[O:23].[NH:26]1[CH2:31][CH2:30][O:29][CH2:28][C@@H:27]1[CH2:32][OH:33], predict the reaction product. The product is: [Cl:21][C:15]1[CH:16]=[C:17]([F:20])[CH:18]=[CH:19][C:14]=1[CH:5]1[C:4]([C:22]([O:24][CH3:25])=[O:23])=[C:3]([CH2:2][N:26]2[CH2:31][CH2:30][O:29][CH2:28][C@@H:27]2[CH2:32][OH:33])[NH:8][C:7]([C:9]2[S:10][CH:11]=[CH:12][N:13]=2)=[N:6]1.